This data is from Forward reaction prediction with 1.9M reactions from USPTO patents (1976-2016). The task is: Predict the product of the given reaction. (1) The product is: [CH3:1][O:2][C:3](=[O:26])[C@H:4]([CH2:22][CH2:23][S:24][CH3:25])[NH:5][C:6](=[O:21])[C:7]1[CH:12]=[CH:11][C:10](=[CH:13][O:14][CH2:30][C:31]2[CH:32]=[N:33][CH:34]=[CH:35][CH:36]=2)[CH2:9][C:8]=1[C:15]1[CH:20]=[CH:19][CH:18]=[CH:17][CH:16]=1. Given the reactants [CH3:1][O:2][C:3](=[O:26])[C@H:4]([CH2:22][CH2:23][S:24][CH3:25])[NH:5][C:6](=[O:21])[C:7]1[CH:12]=[CH:11][C:10]([CH2:13][OH:14])=[CH:9][C:8]=1[C:15]1[CH:20]=[CH:19][CH:18]=[CH:17][CH:16]=1.[H-].[Na+].Cl[CH2:30][C:31]1[CH:32]=[N:33][CH:34]=[CH:35][CH:36]=1, predict the reaction product. (2) The product is: [NH2:5][C:6]1[CH:11]=[CH:10][C:9]([S:12]([NH:13][C:14]2[CH:15]=[CH:16][C:17]3[CH2:21][O:20][B:19]([OH:22])[C:18]=3[CH:23]=2)(=[O:24])=[O:25])=[C:8]([CH2:26][C:27]2[O:28][C:29]([CH2:32][CH2:33][CH3:34])=[N:30][N:31]=2)[CH:7]=1. Given the reactants FC(F)(F)C([NH:5][C:6]1[CH:11]=[CH:10][C:9]([S:12](=[O:25])(=[O:24])[NH:13][C:14]2[CH:15]=[CH:16][C:17]3[CH2:21][O:20][B:19]([OH:22])[C:18]=3[CH:23]=2)=[C:8]([CH2:26][C:27]2[O:28][C:29]([CH2:32][CH2:33][CH3:34])=[N:30][N:31]=2)[CH:7]=1)=O, predict the reaction product. (3) Given the reactants [Cl:1][C:2]1[CH:3]=[C:4]2[C:8](=[CH:9][C:10]=1[Cl:11])[CH2:7][CH:6]=[CH:5]2.[Br:12]C1C=C(F)C=C2C=1CC=C2.[OH2:23], predict the reaction product. The product is: [Br:12][CH:6]1[CH2:5][C:4]2[C:8](=[CH:9][C:10]([Cl:11])=[C:2]([Cl:1])[CH:3]=2)[CH:7]1[OH:23]. (4) The product is: [NH2:1][C:4]1[CH:22]=[CH:21][C:7]2[C:8]3[C:16]([O:17][CH:18]([F:20])[F:19])=[CH:15][CH:14]=[CH:13][C:9]=3[O:10][C:11](=[O:12])[C:6]=2[CH:5]=1. Given the reactants [N+:1]([C:4]1[CH:22]=[CH:21][C:7]2[C:8]3[C:16]([O:17][CH:18]([F:20])[F:19])=[CH:15][CH:14]=[CH:13][C:9]=3[O:10][C:11](=[O:12])[C:6]=2[CH:5]=1)([O-])=O, predict the reaction product. (5) Given the reactants [Cl:1][C:2]1[CH:3]=[C:4]([O:12][C:13]2[CH:21]=[CH:20][C:16]([C:17]([NH2:19])=[O:18])=[CH:15][C:14]=2[C:22]2[C:23]([O:28][CH3:29])=[N:24][CH:25]=[CH:26][CH:27]=2)[CH:5]=[N:6][C:7]=1[O:8][CH:9]([CH3:11])[CH3:10].C[Si]([N-][Si](C)(C)C)(C)C.[Li+].[CH3:40][S:41](Cl)(=[O:43])=[O:42].[Cl-].[NH4+], predict the reaction product. The product is: [Cl:1][C:2]1[CH:3]=[C:4]([O:12][C:13]2[CH:21]=[CH:20][C:16]([C:17]([NH:19][S:41]([CH3:40])(=[O:43])=[O:42])=[O:18])=[CH:15][C:14]=2[C:22]2[C:23]([O:28][CH3:29])=[N:24][CH:25]=[CH:26][CH:27]=2)[CH:5]=[N:6][C:7]=1[O:8][CH:9]([CH3:10])[CH3:11].